From a dataset of Full USPTO retrosynthesis dataset with 1.9M reactions from patents (1976-2016). Predict the reactants needed to synthesize the given product. (1) The reactants are: [NH2:1][C:2]1[CH:7]=[CH:6][C:5]([N:8]2[CH:13]=[CH:12][C:11]([O:14]CC3C=CC=CC=3)=[CH:10][C:9]2=[O:22])=[CH:4][C:3]=1[F:23]. Given the product [NH2:1][C:2]1[CH:7]=[CH:6][C:5]([N:8]2[CH:13]=[CH:12][C:11]([OH:14])=[CH:10][C:9]2=[O:22])=[CH:4][C:3]=1[F:23], predict the reactants needed to synthesize it. (2) Given the product [CH3:21][O:20][C:17]1[CH:18]=[CH:19][C:14]([CH:13]2[CH2:12][C:11](=[O:22])[CH2:10][CH:9]([C:6]3[CH:5]=[CH:4][C:3]([O:2][CH3:1])=[CH:8][CH:7]=3)[N:24]2[CH3:23])=[CH:15][CH:16]=1, predict the reactants needed to synthesize it. The reactants are: [CH3:1][O:2][C:3]1[CH:8]=[CH:7][C:6]([CH:9]=[CH:10][C:11](=[O:22])[CH:12]=[CH:13][C:14]2[CH:19]=[CH:18][C:17]([O:20][CH3:21])=[CH:16][CH:15]=2)=[CH:5][CH:4]=1.[CH3:23][NH2:24].O. (3) Given the product [Br:12][CH2:1][C:2]1[CH:11]=[CH:10][C:5]([C:6]([O:8][CH3:9])=[O:7])=[CH:4][CH:3]=1, predict the reactants needed to synthesize it. The reactants are: [CH3:1][C:2]1[CH:11]=[CH:10][C:5]([C:6]([O:8][CH3:9])=[O:7])=[CH:4][CH:3]=1.[Br:12]N1C(=O)CCC1=O.C(OOC(=O)C1C=CC=CC=1)(=O)C1C=CC=CC=1. (4) Given the product [Cl:52][C:53]1[CH:58]=[C:57]([CH3:59])[CH:56]=[CH:55][C:54]=1[C:31]1[N:32]=[C:33]([CH2:50][CH3:51])[C:34]([NH:39][CH:40]2[C:49]3[C:44](=[CH:45][CH:46]=[CH:47][CH:48]=3)[O:43][CH2:42][CH2:41]2)=[N:35][C:36]=1[CH2:37][CH3:38], predict the reactants needed to synthesize it. The reactants are: ClC1C=C(Cl)C=CC=1C1N=C(CC)C(N[C@@H]2C3C(=CC=CC=3)C[C@@H]2O)=NC=1CC.Br[C:31]1[N:32]=[C:33]([CH2:50][CH3:51])[C:34]([NH:39][CH:40]2[C:49]3[C:44](=[CH:45][CH:46]=[CH:47][CH:48]=3)[O:43][CH2:42][CH2:41]2)=[N:35][C:36]=1[CH2:37][CH3:38].[Cl:52][C:53]1[CH:58]=[C:57]([CH3:59])[CH:56]=[CH:55][C:54]=1B(O)O.